From a dataset of Reaction yield outcomes from USPTO patents with 853,638 reactions. Predict the reaction yield, written as a fraction of the theoretical maximum amount of product (1.0 means a 100% yield; for example, 0.34 means a 34% yield). (1) The reactants are F[P-](F)(F)(F)(F)F.N1(O[P+](N(C)C)(N(C)C)N(C)C)C2C=CC=CC=2N=N1.[CH3:28][O:29][C:30]1[CH:31]=[C:32]2[C:36](=[CH:37][CH:38]=1)[NH:35][C:34]([C:39]([OH:41])=O)=[CH:33]2.[NH2:42][C:43]1[CH:48]=[C:47]([S:49]([CH2:52][CH3:53])(=[O:51])=[O:50])[CH:46]=[CH:45][C:44]=1[OH:54].Cl. The yield is 0.0900. The catalyst is CN(C=O)C. The product is [CH2:52]([S:49]([C:47]1[CH:46]=[CH:45][C:44]([OH:54])=[C:43]([NH:42][C:39]([C:34]2[NH:35][C:36]3[C:32]([CH:33]=2)=[CH:31][C:30]([O:29][CH3:28])=[CH:38][CH:37]=3)=[O:41])[CH:48]=1)(=[O:51])=[O:50])[CH3:53]. (2) The reactants are [CH3:1][S:2][C:3]1[CH:8]=[CH:7][C:6]([NH:9][C:10](=[O:22])[CH2:11][C:12]([O:14]CC2C=CC=CC=2)=[O:13])=[CH:5][CH:4]=1.[OH-].[Na+]. The catalyst is CO.Cl. The product is [CH3:1][S:2][C:3]1[CH:4]=[CH:5][C:6]([NH:9][C:10](=[O:22])[CH2:11][C:12]([OH:14])=[O:13])=[CH:7][CH:8]=1. The yield is 0.840.